This data is from Reaction yield outcomes from USPTO patents with 853,638 reactions. The task is: Predict the reaction yield, written as a fraction of the theoretical maximum amount of product (1.0 means a 100% yield; for example, 0.34 means a 34% yield). (1) The reactants are [CH3:1][C:2]1[C:9]([N+:10]([O-:12])=[O:11])=[CH:8][CH:7]=[CH:6][C:3]=1[CH2:4]Cl.[CH2:13]([NH2:15])[CH3:14].CO.C([O-])([O-])=O.[K+].[K+]. The catalyst is C1COCC1.CCOC(C)=O. The product is [CH3:1][C:2]1[C:9]([N+:10]([O-:12])=[O:11])=[CH:8][CH:7]=[CH:6][C:3]=1[CH2:4][NH:15][CH2:13][CH3:14]. The yield is 0.860. (2) The reactants are Br[C:2]1[CH:3]=[C:4]([C:8]2([C:21]#[N:22])[CH2:13][CH2:12][N:11]([C:14]([O:16][C:17]([CH3:20])([CH3:19])[CH3:18])=[O:15])[CH2:10][CH2:9]2)[CH:5]=[CH:6][CH:7]=1.[CH3:23][N:24]1[CH:28]=[C:27](B2OC(C)(C)C(C)(C)O2)[CH:26]=[N:25]1.P([O-])([O-])([O-])=O.[K+].[K+].[K+]. The catalyst is O1CCOCC1.C1C=CC(P(C2C=CC=CC=2)[C-]2C=CC=C2)=CC=1.C1C=CC(P(C2C=CC=CC=2)[C-]2C=CC=C2)=CC=1.Cl[Pd]Cl.[Fe+2]. The product is [C:21]([C:8]1([C:4]2[CH:5]=[CH:6][CH:7]=[C:2]([C:27]3[CH:26]=[N:25][N:24]([CH3:23])[CH:28]=3)[CH:3]=2)[CH2:13][CH2:12][N:11]([C:14]([O:16][C:17]([CH3:20])([CH3:19])[CH3:18])=[O:15])[CH2:10][CH2:9]1)#[N:22]. The yield is 0.748. (3) The reactants are CC([O-])(C)C.[K+].[C:7]([CH2:9][C:10]([O:12][CH2:13][CH3:14])=[O:11])#[N:8].Br[CH:16]1[CH2:21][CH2:20][CH2:19][CH2:18][CH2:17]1. No catalyst specified. The product is [C:7]([CH:9]([CH:16]1[CH2:21][CH2:20][CH2:19][CH2:18][CH2:17]1)[C:10]([O:12][CH2:13][CH3:14])=[O:11])#[N:8]. The yield is 0.580. (4) The reactants are [OH:1][C:2]1[CH:3]=[CH:4][C:5]([I:10])=[C:6]([O:8][CH3:9])[CH:7]=1.[C:11](=[O:14])([O-])[O-].[K+].[K+].[CH3:17]N(C)C=O. The catalyst is C(OCC)(=O)C.C(OCC)C. The product is [I:10][C:5]1[CH:4]=[CH:3][C:2]([O:1][CH2:17][O:14][CH3:11])=[CH:7][C:6]=1[O:8][CH3:9]. The yield is 0.190. (5) The reactants are [NH2:1][C:2]1[CH:7]=[CH:6][CH:5]=[CH:4][C:3]=1[C:8](=[C:22]1[CH2:27][CH2:26][N:25]([CH2:28][CH2:29][CH2:30][CH3:31])[CH2:24][CH2:23]1)[C:9]1[CH:21]=[CH:20][C:12]([C:13]([N:15]([CH2:18][CH3:19])[CH2:16][CH3:17])=[O:14])=[CH:11][CH:10]=1.[BH-](OC(C)=O)(OC(C)=O)O[C:34]([CH3:36])=O.[Na+].C(O)(C(F)(F)F)=O. The catalyst is ClCCCl. The product is [CH2:28]([N:25]1[CH2:26][CH2:27][C:22](=[C:8]([C:3]2[CH:4]=[CH:5][CH:6]=[CH:7][C:2]=2[NH:1][CH2:34][CH3:36])[C:9]2[CH:21]=[CH:20][C:12]([C:13]([N:15]([CH2:18][CH3:19])[CH2:16][CH3:17])=[O:14])=[CH:11][CH:10]=2)[CH2:23][CH2:24]1)[CH2:29][CH2:30][CH3:31]. The yield is 0.480. (6) The reactants are [C:1]([CH2:4][C:5]1[C:9]([Cl:10])=[C:8]([Cl:11])[S:7][C:6]=1[CH2:12][C:13](O)=[O:14])(O)=[O:2].B.C1COCC1. The catalyst is C1COCC1. The product is [Cl:10][C:9]1[C:5]([CH2:4][CH2:1][OH:2])=[C:6]([CH2:12][CH2:13][OH:14])[S:7][C:8]=1[Cl:11]. The yield is 0.880. (7) The reactants are Cl[CH2:2][C:3]1[CH:28]=[CH:27][C:6]([C:7]([NH:9][C:10]2[S:11][C:12]3[C:18]([N:19]4[CH2:24][CH2:23][O:22][CH2:21][CH2:20]4)=[CH:17][CH:16]=[C:15]([O:25][CH3:26])[C:13]=3[N:14]=2)=[O:8])=[CH:5][CH:4]=1.C([N:36]1[CH2:41][CH2:40][NH:39][CH2:38][CH2:37]1)(OC(C)(C)C)=O.C(=O)([O-])N.C(=O)([O-])[O-].[Na+].[Na+]. The catalyst is FC(F)(F)C(O)=O. The product is [CH3:26][O:25][C:15]1[C:13]2[N:14]=[C:10]([NH:9][C:7](=[O:8])[C:6]3[CH:5]=[CH:4][C:3]([CH2:2][N:36]4[CH2:41][CH2:40][NH:39][CH2:38][CH2:37]4)=[CH:28][CH:27]=3)[S:11][C:12]=2[C:18]([N:19]2[CH2:24][CH2:23][O:22][CH2:21][CH2:20]2)=[CH:17][CH:16]=1. The yield is 0.720. (8) The catalyst is O. The reactants are N[C:2]1[CH:7]=[C:6]([CH2:8][CH2:9][CH2:10][CH2:11][CH2:12][CH2:13][CH2:14][CH2:15][CH2:16][CH2:17][CH2:18][CH2:19][CH2:20][CH2:21][CH2:22][CH2:23][CH2:24][CH2:25][CH3:26])[CH:5]=[CH:4][N:3]=1.[BrH:27].BrBr.N([O-])=O.[Na+].[OH-].[Na+]. The yield is 0.500. The product is [Br:27][C:2]1[CH:7]=[C:6]([CH2:8][CH2:9][CH2:10][CH2:11][CH2:12][CH2:13][CH2:14][CH2:15][CH2:16][CH2:17][CH2:18][CH2:19][CH2:20][CH2:21][CH2:22][CH2:23][CH2:24][CH2:25][CH3:26])[CH:5]=[CH:4][N:3]=1. (9) No catalyst specified. The product is [Cl:4][C:13]1[S:14][C:10]2[CH:9]=[CH:8][C:7]([F:6])=[CH:16][C:11]=2[N:12]=1. The reactants are S(Cl)([Cl:4])(=O)=O.[F:6][C:7]1[CH:8]=[CH:9][C:10]2[S:14][C:13](S)=[N:12][C:11]=2[CH:16]=1. The yield is 0.750. (10) The reactants are [CH:1]1([C:7]2([CH3:15])[N:11]([CH3:12])[C:10](=[O:13])[NH:9][C:8]2=[O:14])[CH2:6][CH2:5][CH2:4][CH2:3][CH2:2]1.Br.Br[CH2:18][C:19]([C:21]1[CH:26]=[CH:25][N:24]=[CH:23][CH:22]=1)=[O:20]. The product is [CH:1]1([C:7]2([CH3:15])[N:11]([CH3:12])[C:10](=[O:13])[N:9]([CH2:18][C:19](=[O:20])[C:21]3[CH:26]=[CH:25][N:24]=[CH:23][CH:22]=3)[C:8]2=[O:14])[CH2:2][CH2:3][CH2:4][CH2:5][CH2:6]1. No catalyst specified. The yield is 0.230.